Predict the reactants needed to synthesize the given product. From a dataset of Full USPTO retrosynthesis dataset with 1.9M reactions from patents (1976-2016). (1) Given the product [CH3:6][NH:7][CH2:8][C:9]1[CH:14]=[CH:13][C:12]([C:15]([N:17]2[CH2:18][CH2:19][N:20]([CH3:23])[CH2:21][CH2:22]2)=[O:16])=[CH:11][CH:10]=1, predict the reactants needed to synthesize it. The reactants are: C(O[C:6](=O)[NH:7][CH2:8][C:9]1[CH:14]=[CH:13][C:12]([C:15]([N:17]2[CH2:22][CH2:21][N:20]([CH3:23])[CH2:19][CH2:18]2)=[O:16])=[CH:11][CH:10]=1)(C)(C)C.[H-].[Na+].CI.C(O)(C(F)(F)F)=O. (2) Given the product [Cl:2][C:3]1[CH:8]=[C:7]2[C:6](=[CH:5][CH:4]=1)[N:9]([CH2:17][C:16]([N:89]1[CH2:88][CH2:79][N:80]([CH3:84])[C:81]([CH3:77])([CH3:82])[CH2:92]1)=[O:15])[C:21]1[CH2:22][N:25]([CH3:27])[CH2:24][CH2:19][C:20]2=1, predict the reactants needed to synthesize it. The reactants are: Cl.[Cl:2][C:3]1[CH:8]=[CH:7][C:6]([NH:9]N)=[CH:5][CH:4]=1.BrCC([O:15][CH2:16][CH3:17])=O.Cl[C:19]1[CH:24]=C[C:22]([N:25]([CH2:27]C(OCC)=O)N)=[CH:21][CH:20]=1.C(OC(OCC)CCCNC)C.ClC1C=C2C(=CC=1)N(CC(OCC)=O)C=C2CCNC.C=O.C(O)(C(F)(F)F)=O.ClC1C=[C:77]2[C:81](=[CH:82]C=1)[N:80]([CH2:84]C(O)=O)[C:79]1[CH2:88][N:89]([CH3:92])CCC2=1.CN1CCNCC1(C)C.CCN=C=NCCCN(C)C. (3) Given the product [C:1]1([C:7]([C:17]2[CH:22]=[CH:21][C:20]([CH:23]=[CH:24][C:25]([NH:39][S:36]([C:32]3[CH:33]=[CH:34][CH:35]=[C:30]([C:29]([F:28])([F:40])[F:41])[CH:31]=3)(=[O:38])=[O:37])=[O:26])=[CH:19][CH:18]=2)=[C:8]([C:11]2[CH:16]=[CH:15][CH:14]=[CH:13][CH:12]=2)[CH2:9][CH3:10])[CH:2]=[CH:3][CH:4]=[CH:5][CH:6]=1, predict the reactants needed to synthesize it. The reactants are: [C:1]1(/[C:7](/[C:17]2[CH:22]=[CH:21][C:20]([CH:23]=[CH:24][C:25](O)=[O:26])=[CH:19][CH:18]=2)=[C:8](/[C:11]2[CH:16]=[CH:15][CH:14]=[CH:13][CH:12]=2)\[CH2:9][CH3:10])[CH:6]=[CH:5][CH:4]=[CH:3][CH:2]=1.[F:28][C:29]([F:41])([F:40])[C:30]1[CH:31]=[C:32]([S:36]([NH2:39])(=[O:38])=[O:37])[CH:33]=[CH:34][CH:35]=1. (4) Given the product [CH2:23]([N:1]1[CH2:9][CH2:8][CH:4]([C:5]([NH2:7])=[O:6])[CH2:3][CH2:2]1)[CH2:22][CH2:21][CH2:20][CH2:19][CH2:18][CH2:17][CH2:16][CH2:15][CH2:14][CH2:13][CH2:12][CH3:11], predict the reactants needed to synthesize it. The reactants are: [NH:1]1[CH2:9][CH2:8][CH:4]([C:5]([NH2:7])=[O:6])[CH2:3][CH2:2]1.Br[CH2:11][CH2:12][CH2:13][CH2:14][CH2:15][CH2:16][CH2:17][CH2:18][CH2:19][CH2:20][CH2:21][CH2:22][CH3:23].C(=O)([O-])[O-].[K+].[K+]. (5) Given the product [NH2:26][C:27]1[N:12]([CH2:13][CH2:14][CH2:15][CH2:16][NH:17][C:18](=[O:24])[O:19][C:20]([CH3:21])([CH3:22])[CH3:23])[C:11]2[C:10]3[CH:9]=[CH:8][CH:7]=[CH:6][C:5]=3[N:4]=[C:3]([Cl:25])[C:2]=2[N:1]=1, predict the reactants needed to synthesize it. The reactants are: [NH2:1][C:2]1[C:3]([Cl:25])=[N:4][C:5]2[C:10]([C:11]=1[NH:12][CH2:13][CH2:14][CH2:15][CH2:16][NH:17][C:18](=[O:24])[O:19][C:20]([CH3:23])([CH3:22])[CH3:21])=[CH:9][CH:8]=[CH:7][CH:6]=2.[N:26]#[C:27]Br. (6) The reactants are: [CH3:1][C:2]1([CH3:28])[O:6][C@H:5]2[C@H:7]([N:12]3[C:16]4[N:17]=[CH:18][N:19]=[C:20]([S:21][C:22]5[CH:27]=[CH:26][CH:25]=[CH:24][CH:23]=5)[C:15]=4[CH:14]=[CH:13]3)[CH2:8][C@@H:9]([CH2:10][OH:11])[C@H:4]2[O:3]1.N1C=CC=CC=1.Cl[S:36]([NH2:39])(=[O:38])=[O:37].C(C#N)(C)=O. Given the product [S:36](=[O:38])(=[O:37])([O:11][CH2:10][C@@H:9]1[C@@H:4]2[C@@H:5]([O:6][C:2]([CH3:28])([CH3:1])[O:3]2)[C@H:7]([N:12]2[C:16]3[N:17]=[CH:18][N:19]=[C:20]([S:21][C:22]4[CH:27]=[CH:26][CH:25]=[CH:24][CH:23]=4)[C:15]=3[CH:14]=[CH:13]2)[CH2:8]1)[NH2:39], predict the reactants needed to synthesize it.